This data is from Forward reaction prediction with 1.9M reactions from USPTO patents (1976-2016). The task is: Predict the product of the given reaction. Given the reactants [F:1][C:2]1[C:11]2[NH:10][C:9](=[O:12])[C:8]3[S:13][CH:14]=[CH:15][C:7]=3[C:6]=2[CH:5]=[C:4]([O:16][CH3:17])[CH:3]=1.[Br:18]N1C(=O)CCC1=O, predict the reaction product. The product is: [Br:18][C:5]1[C:6]2[C:7]3[CH:15]=[CH:14][S:13][C:8]=3[C:9](=[O:12])[NH:10][C:11]=2[C:2]([F:1])=[CH:3][C:4]=1[O:16][CH3:17].